Dataset: Forward reaction prediction with 1.9M reactions from USPTO patents (1976-2016). Task: Predict the product of the given reaction. (1) Given the reactants [Br-:1].[K+].N[C@@H:4]([C:12]([OH:14])=[O:13])[CH2:5][C:6]1[CH:11]=[CH:10][CH:9]=[CH:8][CH:7]=1.N([O-])=O.[Na+], predict the reaction product. The product is: [Br:1][C@H:4]([CH2:5][C:6]1[CH:11]=[CH:10][CH:9]=[CH:8][CH:7]=1)[C:12]([OH:14])=[O:13]. (2) Given the reactants [CH:1]([C:4]1[CH:9]=[C:8]([N+:10]([O-])=O)[C:7]([CH3:13])=[CH:6][C:5]=1[C:14]1[CH:19]=[CH:18][C:17]([C:20]([NH:22][CH3:23])=[O:21])=[CH:16][CH:15]=1)([CH3:3])[CH3:2], predict the reaction product. The product is: [NH2:10][C:8]1[C:7]([CH3:13])=[CH:6][C:5]([C:14]2[CH:19]=[CH:18][C:17]([C:20]([NH:22][CH3:23])=[O:21])=[CH:16][CH:15]=2)=[C:4]([CH:1]([CH3:3])[CH3:2])[CH:9]=1. (3) Given the reactants [F:1][C:2]1[C:7]([O:8][CH3:9])=[CH:6][C:5]([O:10][CH3:11])=[C:4]([F:12])[C:3]=1[N:13]1[CH2:18][C:17]2[CH:19]=[N:20][C:21]3[N:25](S(C4C=CC=CC=4)(=O)=O)[C:24]([CH2:35][C:36]4[CH:37]=[N:38][N:39]([CH3:41])[CH:40]=4)=[CH:23][C:22]=3[C:16]=2[N:15]([CH3:42])[C:14]1=[O:43].CC(C)([O-])C.[K+], predict the reaction product. The product is: [F:1][C:2]1[C:7]([O:8][CH3:9])=[CH:6][C:5]([O:10][CH3:11])=[C:4]([F:12])[C:3]=1[N:13]1[CH2:18][C:17]2[CH:19]=[N:20][C:21]3[NH:25][C:24]([CH2:35][C:36]4[CH:37]=[N:38][N:39]([CH3:41])[CH:40]=4)=[CH:23][C:22]=3[C:16]=2[N:15]([CH3:42])[C:14]1=[O:43]. (4) The product is: [F:33][CH:31]([F:32])[O:30][C:29]1[C:28]([F:34])=[CH:27][CH:26]=[C:25]([F:35])[C:24]=1[C:9]1[CH2:14][CH2:13][N:12]([C:15]([O:17][C:18]([CH3:19])([CH3:20])[CH3:21])=[O:16])[CH2:11][CH:10]=1. Given the reactants CC1(C)C(C)(C)OB([C:9]2[CH2:14][CH2:13][N:12]([C:15]([O:17][C:18]([CH3:21])([CH3:20])[CH3:19])=[O:16])[CH2:11][CH:10]=2)O1.Br[C:24]1[C:29]([O:30][CH:31]([F:33])[F:32])=[C:28]([F:34])[CH:27]=[CH:26][C:25]=1[F:35].C(=O)([O-])[O-].[K+].[K+], predict the reaction product. (5) Given the reactants [C:1]1([C:7]2[CH:8]=[C:9]3[C:13](=[CH:14][CH:15]=2)[NH:12][C:11](=[O:16])[CH2:10]3)[CH:6]=[CH:5][CH:4]=[CH:3][CH:2]=1.[CH3:17][N:18]([CH3:33])[CH2:19][CH2:20][O:21][C:22]1[CH:23]=[C:24]2[C:28](=[CH:29][CH:30]=1)[NH:27][C:26]([CH:31]=O)=[CH:25]2.N1CCCCC1, predict the reaction product. The product is: [CH3:17][N:18]([CH3:33])[CH2:19][CH2:20][O:21][C:22]1[CH:23]=[C:24]2[C:28](=[CH:29][CH:30]=1)[NH:27][C:26]([CH:31]=[C:10]1[C:9]3[C:13](=[CH:14][CH:15]=[C:7]([C:1]4[CH:2]=[CH:3][CH:4]=[CH:5][CH:6]=4)[CH:8]=3)[NH:12][C:11]1=[O:16])=[CH:25]2. (6) Given the reactants [C:1]([O:7][CH2:8][C@H:9]([C:11]1[C:12]([Br:23])=[C:13]2[C:18](=[CH:19][C:20]=1[CH3:21])[N:17]=[C:16]([CH3:22])[CH:15]=[CH:14]2)[OH:10])(=[O:6])[C:2]([CH3:5])([CH3:4])[CH3:3].Cl(O)(=O)(=O)=O, predict the reaction product. The product is: [C:1]([O:7][CH2:8][C@H:9]([C:11]1[C:12]([Br:23])=[C:13]2[C:18](=[CH:19][C:20]=1[CH3:21])[N:17]=[C:16]([CH3:22])[CH:15]=[CH:14]2)[O:10][C:2]([CH3:4])([CH3:3])[CH3:1])(=[O:6])[C:2]([CH3:5])([CH3:4])[CH3:3]. (7) Given the reactants [F:1][C:2]([F:19])([F:18])[C:3]1[CH:4]=[C:5]([PH:13](=[O:17])[O:14][CH2:15][CH3:16])[CH:6]=[C:7]([C:9]([F:12])([F:11])[F:10])[CH:8]=1.Br[C:21]1[CH:26]=[CH:25][C:24]([O:27][CH:28]([CH3:30])[CH3:29])=[C:23]([CH:31]=[CH2:32])[CH:22]=1.C(N(CC)CC)C, predict the reaction product. The product is: [CH2:15]([O:14][P:13]([C:5]1[CH:4]=[C:3]([C:2]([F:1])([F:18])[F:19])[CH:8]=[C:7]([C:9]([F:12])([F:11])[F:10])[CH:6]=1)([C:21]1[CH:26]=[CH:25][C:24]([O:27][CH:28]([CH3:29])[CH3:30])=[C:23]([CH:31]=[CH2:32])[CH:22]=1)=[O:17])[CH3:16]. (8) Given the reactants C([O-])([O-])=O.[Na+].[Na+].[N+:7]([C:10]1[CH:15]=[CH:14][C:13](B(O)O)=[CH:12][CH:11]=1)([O-:9])=[O:8].FC(F)(F)S(O[C:25]1[CH2:26][CH2:27][N:28]([C:30]([O:32][C:33]([CH3:36])([CH3:35])[CH3:34])=[O:31])[CH:29]=1)(=O)=O.[Li+].[Cl-], predict the reaction product. The product is: [N+:7]([C:10]1[CH:15]=[CH:14][C:13]([C:26]2[CH2:25][CH2:29][N:28]([C:30]([O:32][C:33]([CH3:36])([CH3:35])[CH3:34])=[O:31])[CH:27]=2)=[CH:12][CH:11]=1)([O-:9])=[O:8]. (9) Given the reactants Br[C:2]1[CH:3]=[C:4]2[C:10]([C:11]3[CH:12]=[C:13]4[C:17](=[CH:18][CH:19]=3)[NH:16][CH:15]=[CH:14]4)=[CH:9][N:8](S(C3C=CC(C)=CC=3)(=O)=O)[C:5]2=[N:6][CH:7]=1.CC1(C)C(C)(C)OB([C:38]2[CH:57]=[CH:56][C:41]([CH2:42][N:43]3[CH2:48][CH2:47][N:46]([C:49]([O:51][C:52]([CH3:55])([CH3:54])[CH3:53])=[O:50])[CH2:45][CH2:44]3)=[CH:40][CH:39]=2)O1.C(=O)([O-])[O-].[Na+].[Na+], predict the reaction product. The product is: [NH:16]1[C:17]2[C:18](=[CH:19][C:11]([C:10]3[C:4]4[C:5](=[N:6][CH:7]=[C:2]([C:38]5[CH:57]=[CH:56][C:41]([CH2:42][N:43]6[CH2:44][CH2:45][N:46]([C:49]([O:51][C:52]([CH3:53])([CH3:55])[CH3:54])=[O:50])[CH2:47][CH2:48]6)=[CH:40][CH:39]=5)[CH:3]=4)[NH:8][CH:9]=3)=[CH:12][CH:13]=2)[CH:14]=[CH:15]1. (10) Given the reactants [CH3:1][O:2][C:3](=[O:31])[CH:4]([C:6]1[CH:11]=[CH:10][C:9]([CH:12]=[CH:13][C:14](=[O:30])[NH:15][C:16]2[CH:21]=[CH:20][CH:19]=[CH:18][C:17]=2[NH:22][C:23]([O:25][C:26]([CH3:29])([CH3:28])[CH3:27])=[O:24])=[CH:8][CH:7]=1)[OH:5].C(N(CC)CC)C.[CH3:39][S:40](Cl)(=[O:42])=[O:41], predict the reaction product. The product is: [CH3:1][O:2][C:3](=[O:31])[CH:4]([C:6]1[CH:11]=[CH:10][C:9](/[CH:12]=[CH:13]/[C:14](=[O:30])[NH:15][C:16]2[CH:21]=[CH:20][CH:19]=[CH:18][C:17]=2[NH:22][C:23]([O:25][C:26]([CH3:28])([CH3:27])[CH3:29])=[O:24])=[CH:8][CH:7]=1)[O:5][S:40]([CH3:39])(=[O:42])=[O:41].